Dataset: Full USPTO retrosynthesis dataset with 1.9M reactions from patents (1976-2016). Task: Predict the reactants needed to synthesize the given product. (1) The reactants are: Cl[C:2]1[C:11]([C:12]([OH:14])=[O:13])=[CH:10][C:9]2[C:4](=[CH:5][CH:6]=[C:7]([Cl:15])[CH:8]=2)[N:3]=1.[NH2:16][CH2:17][C:18]([OH:20])=[O:19]. Given the product [C:18]([CH2:17][NH:16][C:2]1[C:11]([C:12]([OH:14])=[O:13])=[CH:10][C:9]2[C:4](=[CH:5][CH:6]=[C:7]([Cl:15])[CH:8]=2)[N:3]=1)([OH:20])=[O:19], predict the reactants needed to synthesize it. (2) Given the product [CH2:12]([NH:19][CH:9]([CH3:10])[CH2:8][C:5]1[CH:6]=[CH:7][C:2]([Br:1])=[CH:3][CH:4]=1)[C:13]1[CH:18]=[CH:17][CH:16]=[CH:15][CH:14]=1, predict the reactants needed to synthesize it. The reactants are: [Br:1][C:2]1[CH:7]=[CH:6][C:5]([CH2:8][C:9](=O)[CH3:10])=[CH:4][CH:3]=1.[CH2:12]([NH2:19])[C:13]1[CH:18]=[CH:17][CH:16]=[CH:15][CH:14]=1. (3) Given the product [Cl:29][C:26]1[CH:27]=[CH:28][C:23]([S:20]([N:11]([CH2:10][C:9]2[CH:30]=[CH:31][C:6]([NH:5][C:3](=[O:4])[CH2:2][N:33]([CH3:34])[CH3:32])=[CH:7][CH:8]=2)[C@H:12]([CH2:16][CH:17]([CH3:19])[CH3:18])[C:13]([NH2:15])=[O:14])(=[O:22])=[O:21])=[CH:24][CH:25]=1, predict the reactants needed to synthesize it. The reactants are: Br[CH2:2][C:3]([NH:5][C:6]1[CH:31]=[CH:30][C:9]([CH2:10][N:11]([S:20]([C:23]2[CH:28]=[CH:27][C:26]([Cl:29])=[CH:25][CH:24]=2)(=[O:22])=[O:21])[C@H:12]([CH2:16][CH:17]([CH3:19])[CH3:18])[C:13]([NH2:15])=[O:14])=[CH:8][CH:7]=1)=[O:4].[CH3:32][NH:33][CH3:34]. (4) The reactants are: [Br:1][C:2]1[CH:3]=[N:4][CH:5]=[CH:6][C:7]=1[CH2:8][O:9][C:10]1[CH:11]=[N:12][C:13]([N:16]2[CH2:21][CH2:20][N:19](/[C:22](=[N:29]/O)/[NH:23][C:24](=[O:28])[CH:25]([CH3:27])[CH3:26])[CH2:18][CH2:17]2)=[N:14][CH:15]=1. Given the product [Br:1][C:2]1[CH:3]=[N:4][CH:5]=[CH:6][C:7]=1[CH2:8][O:9][C:10]1[CH:15]=[N:14][C:13]([N:16]2[CH2:21][CH2:20][N:19]([C:22]3[N:23]=[C:24]([CH:25]([CH3:27])[CH3:26])[O:28][N:29]=3)[CH2:18][CH2:17]2)=[N:12][CH:11]=1, predict the reactants needed to synthesize it. (5) The reactants are: [CH2:1]([O:3][C:4]([C:6]1[C:7]([OH:26])=[C:8]2[CH:16]=[CH:15][N:14](CC3C=CC(OC)=CC=3)[C:9]2=[C:10]([C:12]#[N:13])[N:11]=1)=[O:5])[CH3:2].[C:27]([O:30][C:31](=O)[CH3:32])(=O)C. Given the product [CH2:1]([O:3][C:4]([C:6]1[C:7]([O:26][C:1](=[O:3])[CH3:2])=[C:8]2[CH:16]=[CH:15][N:14]([C:6]3[CH:4]=[CH:32][C:31]([O:30][CH3:27])=[CH:8][CH:7]=3)[C:9]2=[C:10]([C:12]#[N:13])[N:11]=1)=[O:5])[CH3:2], predict the reactants needed to synthesize it. (6) Given the product [CH3:1][CH2:2][O:3][C:4]([C@@H:6]1[CH2:10][C@@H:9]([CH:11]([CH3:13])[CH3:12])[C@H:8]([C:14]2[CH:19]=[CH:18][C:17]([O:20][CH3:21])=[C:16]([O:22][CH2:23][CH2:24][CH2:25][O:26][CH3:27])[CH:15]=2)[N:7]1[C:28]([O:30][C:31]([CH3:34])([CH3:32])[CH3:33])=[O:29])=[O:5], predict the reactants needed to synthesize it. The reactants are: [CH3:1][CH2:2][O:3][C:4]([C@@H:6]1[CH2:10][C@H:9]([C:11]([CH3:13])=[CH2:12])[C@H:8]([C:14]2[CH:19]=[CH:18][C:17]([O:20][CH3:21])=[C:16]([O:22][CH2:23][CH2:24][CH2:25][O:26][CH3:27])[CH:15]=2)[N:7]1[C:28]([O:30][C:31]([CH3:34])([CH3:33])[CH3:32])=[O:29])=[O:5]. (7) Given the product [C:1]([O:5][C:6]([C@@:8]12[CH2:24][O:14][CH2:13][CH:12]1[C:11](=[O:15])[N:10]([C@@H:16]([C:18]1[CH:19]=[CH:20][CH:21]=[CH:22][CH:23]=1)[CH3:17])[CH2:9]2)=[O:7])([CH3:3])([CH3:2])[CH3:4], predict the reactants needed to synthesize it. The reactants are: [C:1]([O:5][C:6]([C@@:8]1([CH2:24]O)[CH:12]([CH2:13][OH:14])[C:11](=[O:15])[N:10]([C@@H:16]([C:18]2[CH:23]=[CH:22][CH:21]=[CH:20][CH:19]=2)[CH3:17])[CH2:9]1)=[O:7])([CH3:4])([CH3:3])[CH3:2].C1(P(C2C=CC=CC=2)C2C=CC=CC=2)C=CC=CC=1.N(C(OCC)=O)=NC(OCC)=O.C1(C)C=CC=CC=1.